Predict the product of the given reaction. From a dataset of Forward reaction prediction with 1.9M reactions from USPTO patents (1976-2016). (1) Given the reactants Br[C:2]1[C:9]([C:10]#[N:11])=[C:8]([OH:12])[C:7]([OH:13])=[CH:6][C:3]=1[C:4]#[N:5].[SH:14][C:15]1[CH:22]=[CH:21][C:18]([C:19]#[N:20])=[CH:17][CH:16]=1, predict the reaction product. The product is: [C:19]([C:18]1[CH:21]=[CH:22][C:15]([S:14][C:2]2[C:9]([C:10]#[N:11])=[C:8]([OH:12])[C:7]([OH:13])=[CH:6][C:3]=2[C:4]#[N:5])=[CH:16][CH:17]=1)#[N:20]. (2) Given the reactants [Cl:1][C:2]1[CH:9]=[C:8]([N:10]2[C:14](=[O:15])[CH:13]=[C:12]([OH:16])[CH:11]2[CH2:17][C:18]2[CH:23]=[CH:22][C:21]([C:24]#[N:25])=[CH:20][CH:19]=2)[CH:7]=[CH:6][C:3]=1[C:4]#[N:5].C(O)(=O)C.[BH4-].[Na+].O, predict the reaction product. The product is: [Cl:1][C:2]1[CH:9]=[C:8]([N:10]2[C:14](=[O:15])[CH2:13][C@H:12]([OH:16])[C@@H:11]2[CH2:17][C:18]2[CH:19]=[CH:20][C:21]([C:24]#[N:25])=[CH:22][CH:23]=2)[CH:7]=[CH:6][C:3]=1[C:4]#[N:5]. (3) Given the reactants [CH3:1][NH:2][C:3]1[CH:8]=[C:7]([CH3:9])[CH:6]=[CH:5][C:4]=1[N+:10]([O-])=O.C([O-])=O.[NH4+], predict the reaction product. The product is: [CH3:9][C:7]1[CH:8]=[C:3]([NH:2][CH3:1])[C:4]([NH2:10])=[CH:5][CH:6]=1. (4) Given the reactants [CH:1]1([CH:7]([OH:25])[C:8]23[C:14](=[O:15])[O:13][C:12]2([CH3:16])[CH:11]([CH:17]([OH:23])[CH2:18][CH2:19][CH2:20][CH2:21][CH3:22])[C:10](=[O:24])[NH:9]3)[CH2:6][CH2:5][CH2:4][CH:3]=[CH:2]1.C(N(CC)CC)C.[CH2:33]([SH:40])[C:34]1[CH:39]=[CH:38][CH:37]=[CH:36][CH:35]=1, predict the reaction product. The product is: [CH2:33]([S:40][C:14]([C:8]1([CH:7]([CH:1]2[CH2:6][CH2:5][CH2:4][CH:3]=[CH:2]2)[OH:25])[C:12]([OH:13])([CH3:16])[CH:11]([CH:17]([OH:23])[CH2:18][CH2:19][CH2:20][CH2:21][CH3:22])[C:10](=[O:24])[NH:9]1)=[O:15])[C:34]1[CH:39]=[CH:38][CH:37]=[CH:36][CH:35]=1. (5) Given the reactants [Cl:1][C:2]1[CH:3]=[C:4]([C@@H:8]2[C@@H:13]([C:14]3[CH:19]=[CH:18][C:17]([Cl:20])=[CH:16][CH:15]=3)[NH:12][C:11](=[O:21])[C@@H:10]([CH2:22][C:23]([O:25]C)=[O:24])[O:9]2)[CH:5]=[CH:6][CH:7]=1.ClC1[CH:29]=[C:30]([C@@H:34]2[C@@H:34]([C:30]3[CH:31]=CC(Cl)=C[CH:29]=3)NC(=O)[C@H](CC(OC)=O)O2)[CH:31]=CC=1.BrC(CC)C(OC(C)(C)C)=O.C(Br)C(C)C.C([O-])([O-])=O.[Cs+].[Cs+], predict the reaction product. The product is: [Cl:1][C:2]1[CH:3]=[C:4]([C@@H:8]2[C@@H:13]([C:14]3[CH:19]=[CH:18][C:17]([Cl:20])=[CH:16][CH:15]=3)[N:12]([CH2:29][CH:30]([CH3:34])[CH3:31])[C:11](=[O:21])[C@@H:10]([CH2:22][C:23]([OH:25])=[O:24])[O:9]2)[CH:5]=[CH:6][CH:7]=1. (6) Given the reactants C([O-])=O.[NH4+].C([N:12]1[CH2:18][CH2:17][C:16]2[C:19](Cl)=[N:20][C:21]([CH2:23][C:24]3[CH:29]=[CH:28][CH:27]=[CH:26][C:25]=3[F:30])=[N:22][C:15]=2[CH2:14][CH2:13]1)C1C=CC=CC=1, predict the reaction product. The product is: [F:30][C:25]1[CH:26]=[CH:27][CH:28]=[CH:29][C:24]=1[CH2:23][C:21]1[N:20]=[CH:19][C:16]2[CH2:17][CH2:18][NH:12][CH2:13][CH2:14][C:15]=2[N:22]=1.